This data is from Forward reaction prediction with 1.9M reactions from USPTO patents (1976-2016). The task is: Predict the product of the given reaction. (1) Given the reactants [NH2:1][C:2]1[CH:7]=[C:6]([C:8]([F:11])([F:10])[F:9])[CH:5]=[CH:4][C:3]=1[C:12](=[O:14])[CH3:13].[O:15]1[CH2:20][CH2:19][C:18](=O)[CH2:17][CH2:16]1.[B][B][B][B][B][B][B][B][B][B].CCOC(C)=O.CCCCCC, predict the reaction product. The product is: [O:15]1[CH2:20][CH2:19][CH:18]([NH:1][C:2]2[CH:7]=[C:6]([C:8]([F:9])([F:10])[F:11])[CH:5]=[CH:4][C:3]=2[C:12](=[O:14])[CH3:13])[CH2:17][CH2:16]1. (2) Given the reactants [O:1]1CCO[CH:2]1[CH2:6][CH2:7][C:8]1[C:9]([C:36]([O:38][C:39]([CH3:42])([CH3:41])[CH3:40])=[O:37])=[N:10][C:11]([N:14]2[CH2:23][CH2:22][C:21]3[C:16](=[C:17]([C:24](=[O:35])[NH:25][C:26]4[S:27][C:28]5[CH:34]=[CH:33][CH:32]=[CH:31][C:29]=5[N:30]=4)[CH:18]=[CH:19][CH:20]=3)[CH2:15]2)=[CH:12][CH:13]=1.Cl, predict the reaction product. The product is: [S:27]1[C:28]2[CH:34]=[CH:33][CH:32]=[CH:31][C:29]=2[N:30]=[C:26]1[NH:25][C:24]([C:17]1[CH:18]=[CH:19][CH:20]=[C:21]2[C:16]=1[CH2:15][N:14]([C:11]1[N:10]=[C:9]([C:36]([O:38][C:39]([CH3:40])([CH3:41])[CH3:42])=[O:37])[C:8]([CH2:7][CH2:6][CH:2]=[O:1])=[CH:13][CH:12]=1)[CH2:23][CH2:22]2)=[O:35]. (3) Given the reactants [BH4-].[Na+].[S:3]1[C:7]2[CH:8]=[CH:9][C:10]([CH2:12][C:13](O)=[O:14])=[CH:11][C:6]=2[CH:5]=[CH:4]1.Cl.COCCOC.Cl.[OH-].[Na+], predict the reaction product. The product is: [S:3]1[C:7]2[CH:8]=[CH:9][C:10]([CH2:12][CH2:13][OH:14])=[CH:11][C:6]=2[CH:5]=[CH:4]1. (4) Given the reactants Br[C:2]1[CH:3]=[CH:4][C:5]([CH3:22])=[C:6]([C:8]2[C:9](=[O:21])[NH:10][C:11]3([CH2:18][CH2:17][C:16]([F:20])([F:19])[CH2:15][CH2:14]3)[C:12]=2[OH:13])[CH:7]=1.C(=O)([O-])[O-].[Na+].[Na+].[F:29][C:30]1[CH:31]=[C:32](B(O)O)[CH:33]=[CH:34][C:35]=1[F:36].Cl, predict the reaction product. The product is: [F:29][C:30]1[CH:31]=[C:32]([C:2]2[CH:3]=[CH:4][C:5]([CH3:22])=[C:6]([C:8]3[C:9](=[O:21])[NH:10][C:11]4([CH2:14][CH2:15][C:16]([F:20])([F:19])[CH2:17][CH2:18]4)[C:12]=3[OH:13])[CH:7]=2)[CH:33]=[CH:34][C:35]=1[F:36].